Dataset: Full USPTO retrosynthesis dataset with 1.9M reactions from patents (1976-2016). Task: Predict the reactants needed to synthesize the given product. (1) Given the product [C:1]1([C:7]2[C:8]([C:20]3[CH:25]=[CH:24][C:23]([CH2:26][NH:27][C:35](=[O:37])[CH3:36])=[CH:22][CH:21]=3)=[N:9][C:10]3[CH:11]=[CH:12][N:13]4[CH:19]=[N:18][N:17]=[C:14]4[C:15]=3[CH:16]=2)[CH:6]=[CH:5][CH:4]=[CH:3][CH:2]=1, predict the reactants needed to synthesize it. The reactants are: [C:1]1([C:7]2[C:8]([C:20]3[CH:25]=[CH:24][C:23]([CH2:26][NH2:27])=[CH:22][CH:21]=3)=[N:9][C:10]3[CH:11]=[CH:12][N:13]4[CH:19]=[N:18][N:17]=[C:14]4[C:15]=3[CH:16]=2)[CH:6]=[CH:5][CH:4]=[CH:3][CH:2]=1.C(N(CC)CC)C.[C:35](OC(=O)C)(=[O:37])[CH3:36]. (2) Given the product [Br:1][CH2:2][CH2:3][C:4]1[CH:12]=[CH:11][CH:10]=[C:9]2[C:5]=1[CH2:6][C:7]([CH3:15])=[CH:8]2, predict the reactants needed to synthesize it. The reactants are: [Br:1][CH2:2][CH2:3][C:4]1[CH:12]=[CH:11][CH:10]=[C:9]2[C:5]=1[CH2:6][CH:7]([CH3:15])[CH:8]2OC.CC1C=CC(S(O)(=O)=O)=CC=1.